Dataset: Human Reference Interactome with 51,813 positive PPI pairs across 8,248 proteins, plus equal number of experimentally-validated negative pairs. Task: Binary Classification. Given two protein amino acid sequences, predict whether they physically interact or not. (1) Protein 1 (ENSG00000130164) has sequence XGRPGVPPRFLSQRRRQVPGPRSRLRDIHESPSVILGPPGEVPGFRCALWRHLRPHLVLGGALAPPAPIKFTEGPPATLKASVPYEVETLPQNLPAPPWSAAEIFSHVGDRCERNEFQCQDGKCISYKWVCDGSAECQDGSDESQETCLSVTCKSGDFSCGGRVNRCIPQFWRCDGQVDCDNGSDEQGCPPKTCSQDEFRCHDGKCISRQFVCDSDRDCLDGSDEASCPVLTCGPASFQCNSSTCIPQLWACDNDPDCEDGSDEWPQRCRGLYVFQGDSSPCSAFEFHCLSGECIHSSWR.... Protein 2 (ENSG00000074317) has sequence MDVFMKGLSMAKEGVVAAAEKTKQGVTEAAEKTKEGVLYVGSKTREGVVQGVASVAEKTKEQASHLGGAVFSGAGNIAAATGLVKREEFPTDLKPEEVAQEAAEEPLIEPLMEPEGESYEDPPQEEYQEYEPEA*MDVFMKGLSMAKEGVVAAAEKTKQGVTEAAEKTKEGVLYVVAEKTKEQASHLGGAVFSGAGNIAAATGLVKREEFPTDLKPEEVAQEAAEEPLIEPLMEPEGESYEDPPQEEYQEYEPEA*. Result: 0 (the proteins do not interact). (2) Protein 1 (ENSG00000178602) has sequence MQACMVPGLALCLLLGPLAGAKPVQEEGDPYAELPAMPYWPFSTSDFWNYVQHFQALGAYPQIEDMARTFFAHFPLGSTLGFHVPYQED*. Protein 2 (ENSG00000197487) has sequence MAPPSVPLVLLLVLLLSLAETPASAPAHRGRGGWTLNSAGYLLGPVLHLPQMGDQDGKRETALEILDLWKAIDGLPYSHPPQPSKRNVMETFAKPEIGDLGMLSMKIPKEEDVLKS*MAPPSVPLVLLLVLLLSLAETPASAPAHRSSTFPKWVTKTERGRQPLRS*. Result: 0 (the proteins do not interact). (3) Protein 1 (ENSG00000230989) has sequence MAETDPKTVQDLTSVVQTLLQQMQDKFQTMSDQIIGRIDDMSSRIDDLEKNIADLMTQAGVEELESENKIPATQKS*MAETDPKTVQDLTSVVRDGCEGRRPRPSRAAPGQALLDRGAPTAAARGVCRGPVSGSVSGRGSRPP*. Protein 2 (ENSG00000165887) has sequence MAKAPSWAGVGALAYKAPEALWPAEAVMDGTMEDSEAVQRATALIEQRLAQEEENEKLRGDARQKLPMDLLVLEDEKHHGAQSAALQKVKGQERVRKTSLDLRREIIDVGGIQNLIELRKKRKQKKRDALAASHEPPPEPEEITGPVDEETFLKAAVEGKMKVIEKFLADGGSADTCDQFRRTALHRASLEGHMEILEKLLDNGATVDFQDRLDCTAMHWACRGGHLEVVKLLQSHGADTNVRDKLLSTPLHVAVRTGQVEIVEHFLSLGLEINARDREGDTALHDAVRLNRYKIIKLLL.... Result: 0 (the proteins do not interact). (4) Protein 1 (ENSG00000116754) has sequence MSNTTVVPSTAGPGPSGGPGGGGGGGGGGGGTEVIQVTNVSPSASSEQMRTLFGFLGKIDELRLFPPDDSPLPVSSRVCFVKFHDPDSAVVAQHLTNTVFVDRALIVVPYAEGVIPDEAKALSLLAPANAVAGLLPGGGLLPTPNPLTQIGAVPLAALGAPTLDPALAALGLPGANLNSQSLAADQLLKLMSTVDPKLNHVAAGLVSPSLKSDTSSKEIEEAMKRVREAQSLISAAIEPDKKEEKRRHSRSRSRSRRRRTPSSSRHRRSRSRSRRRSHSKSRSRRRSKSPRRRRSHSRER.... Protein 2 (ENSG00000135250) has sequence MSVNSEKSSSSERPEPQQKAPLVPPPPPPPPPPPPPLPDPTPPEPEEEILGSDDEEQEDPADYCKGGYHPVKIGDLFNGRYHVIRKLGWGHFSTVWLCWDMQGKRFVAMKVVKSAQHYTETALDEIKLLKCVRESDPSDPNKDMVVQLIDDFKISGMNGIHVCMVFEVLGHHLLKWIIKSNYQGLPVRCVKSIIRQVLQGLDYLHSKCKIIHTDIKPENILMCVDDAYVRRMAAEATEWQKAGAPPPSGSAVSTAPQQKPIGKISKNKKKKLKKKQKRQAELLEKRLQEIEELEREAERK.... Result: 1 (the proteins interact).